From a dataset of Catalyst prediction with 721,799 reactions and 888 catalyst types from USPTO. Predict which catalyst facilitates the given reaction. (1) Reactant: [C:1]1([C:28]2[CH:33]=[CH:32][CH:31]=[CH:30][CH:29]=2)[CH:6]=[CH:5][C:4]([CH2:7][C@@H:8]([NH:17][C:18]([C:20]2[S:24][C:23]([C:25]([OH:27])=O)=[CH:22][CH:21]=2)=[O:19])[CH2:9][C@H:10]([C:12]([O:14][CH2:15][CH3:16])=[O:13])[CH3:11])=[CH:3][CH:2]=1.C([N:37](C(C)C)CC)(C)C.ClC(OCC(C)C)=O.[OH-].[NH4+].Cl. Product: [CH2:15]([O:14][C:12](=[O:13])[C@H:10]([CH3:11])[CH2:9][C@H:8]([NH:17][C:18]([C:20]1[S:24][C:23]([C:25](=[O:27])[NH2:37])=[CH:22][CH:21]=1)=[O:19])[CH2:7][C:4]1[CH:3]=[CH:2][C:1]([C:28]2[CH:33]=[CH:32][CH:31]=[CH:30][CH:29]=2)=[CH:6][CH:5]=1)[CH3:16]. The catalyst class is: 1. (2) Reactant: [NH3:1].Cl[C:3]1[C:8]([CH3:9])=[N:7][N:6]2[C:10]([CH2:13][C:14]3[CH:19]=[CH:18][C:17]([OH:20])=[CH:16][CH:15]=3)=[N:11][N:12]=[C:5]2[N:4]=1. Product: [NH2:1][C:3]1[C:8]([CH3:9])=[N:7][N:6]2[C:10]([CH2:13][C:14]3[CH:19]=[CH:18][C:17]([OH:20])=[CH:16][CH:15]=3)=[N:11][N:12]=[C:5]2[N:4]=1. The catalyst class is: 5. (3) Reactant: C[O:2][C:3](=[O:37])[C:4]1[CH:9]=[C:8]([O:10][CH3:11])[CH:7]=[CH:6][C:5]=1[NH:12][C:13]1[N:17]([C:18]2[CH:23]=[CH:22][CH:21]=[CH:20][C:19]=2[CH3:24])[N:16]=[C:15]([CH3:25])[C:14]=1[C:26]1[C:27]([Cl:36])=[C:28]2[C:33](=[CH:34][CH:35]=1)[N:32]=[CH:31][CH:30]=[N:29]2.[OH-].[Na+].Cl. Product: [Cl:36][C:27]1[C:26]([C:14]2[C:15]([CH3:25])=[N:16][N:17]([C:18]3[CH:23]=[CH:22][CH:21]=[CH:20][C:19]=3[CH3:24])[C:13]=2[NH:12][C:5]2[CH:6]=[CH:7][C:8]([O:10][CH3:11])=[CH:9][C:4]=2[C:3]([OH:37])=[O:2])=[CH:35][CH:34]=[C:33]2[C:28]=1[N:29]=[CH:30][CH:31]=[N:32]2. The catalyst class is: 38. (4) Reactant: [CH3:1][NH:2][CH3:3].C([O-])([O-])=O.[Na+].[Na+].[Br:10][CH2:11][CH2:12][C:13]([C:23]1[CH:28]=[CH:27][CH:26]=[CH:25][CH:24]=1)([C:17]1[CH:22]=[CH:21][CH:20]=[CH:19][CH:18]=1)[C:14](Cl)=[O:15]. Product: [Br-:10].[CH3:1][N+:2]([CH3:3])=[C:14]1[C:13]([C:23]2[CH:28]=[CH:27][CH:26]=[CH:25][CH:24]=2)([C:17]2[CH:22]=[CH:21][CH:20]=[CH:19][CH:18]=2)[CH2:12][CH2:11][O:15]1. The catalyst class is: 11. (5) Reactant: [F:1][C:2]1[C:3]([O:22][CH3:23])=[CH:4][CH:5]=[C:6]2[C:10]=1[C:9](=[O:11])[N:8]([CH2:12][C@H:13]1[CH2:18][CH2:17][C@H:16]([C:19]([OH:21])=O)[CH2:15][CH2:14]1)[CH2:7]2.CN1CCCCC1.ClC(OCC)=O.Cl.[CH3:38][NH:39][O:40][CH3:41]. Product: [F:1][C:2]1[C:3]([O:22][CH3:23])=[CH:4][CH:5]=[C:6]2[C:10]=1[C:9](=[O:11])[N:8]([CH2:12][C@H:13]1[CH2:14][CH2:15][C@H:16]([C:19]([N:39]([O:40][CH3:41])[CH3:38])=[O:21])[CH2:17][CH2:18]1)[CH2:7]2. The catalyst class is: 2. (6) Reactant: [N:1]#[C:2][Br:3].[CH3:4][C:5]1[C:6]([NH:20][CH2:21][CH:22]([CH3:24])[CH3:23])=[C:7]([NH2:19])[C:8]([O:12][C:13]2[CH:18]=[CH:17][CH:16]=[CH:15][CH:14]=2)=[N:9][C:10]=1[CH3:11].C(OCC)(=O)C.C(=O)(O)[O-].[Na+]. Product: [BrH:3].[CH3:11][C:10]1[N:9]=[C:8]([O:12][C:13]2[CH:18]=[CH:17][CH:16]=[CH:15][CH:14]=2)[C:7]2[N:19]=[C:2]([NH2:1])[N:20]([CH2:21][CH:22]([CH3:23])[CH3:24])[C:6]=2[C:5]=1[CH3:4]. The catalyst class is: 8. (7) Reactant: [Br:1][C:2]1[C:3](Cl)=[N:4][C:5]([Cl:8])=[N:6][CH:7]=1.[CH3:10][S:11]([N:14]1[CH2:19][CH2:18][CH:17]([NH2:20])[CH2:16][CH2:15]1)(=[O:13])=[O:12].CCN(C(C)C)C(C)C. Product: [Br:1][C:2]1[C:3]([NH:20][CH:17]2[CH2:18][CH2:19][N:14]([S:11]([CH3:10])(=[O:13])=[O:12])[CH2:15][CH2:16]2)=[N:4][C:5]([Cl:8])=[N:6][CH:7]=1. The catalyst class is: 1. (8) Reactant: [C:1]([C:3]1[C:12]2[C:7](=[CH:8][CH:9]=[C:10]([O:13][C:14]3[CH:19]=[CH:18][CH:17]=[CH:16][CH:15]=3)[CH:11]=2)[C:6]([OH:20])=[C:5]([C:21]([NH:23][CH2:24][CH2:25][C@H:26]([OH:31])[C:27]([O:29][CH3:30])=[O:28])=[O:22])[N:4]=1)#[N:2].CC(OI1(OC(C)=O)(OC(C)=O)OC(=O)C2C=CC=CC1=2)=O.[O-]S([O-])(=S)=O.[Na+].[Na+]. Product: [C:1]([C:3]1[C:12]2[C:7](=[CH:8][CH:9]=[C:10]([O:13][C:14]3[CH:15]=[CH:16][CH:17]=[CH:18][CH:19]=3)[CH:11]=2)[C:6]([OH:20])=[C:5]([C:21]([NH:23][CH2:24][CH2:25][C:26](=[O:31])[C:27]([O:29][CH3:30])=[O:28])=[O:22])[N:4]=1)#[N:2]. The catalyst class is: 2. (9) Reactant: [Br:1][C:2]1[CH:3]=[C:4]([OH:8])[CH:5]=[CH:6][CH:7]=1.Cl.Cl[CH2:11][CH2:12][N:13]1[CH2:17][CH2:16][CH2:15][CH2:14]1.C(=O)([O-])[O-].[K+].[K+]. Product: [Br:1][C:2]1[CH:3]=[C:4]([CH:5]=[CH:6][CH:7]=1)[O:8][CH2:11][CH2:12][N:13]1[CH2:17][CH2:16][CH2:15][CH2:14]1. The catalyst class is: 3.